Dataset: Catalyst prediction with 721,799 reactions and 888 catalyst types from USPTO. Task: Predict which catalyst facilitates the given reaction. (1) Reactant: [C:1]([O:5][C:6](=[O:33])[N:7]([C@@H:21]([C:23]1[C:32]2[C:27](=[CH:28][CH:29]=[CH:30][CH:31]=2)[CH:26]=[CH:25][CH:24]=1)[CH3:22])[CH2:8][CH:9]1[CH2:14][CH2:13][NH:12][CH2:11][CH:10]1[C:15]1[CH:20]=[CH:19][CH:18]=[CH:17][CH:16]=1)([CH3:4])([CH3:3])[CH3:2].[CH3:34][O:35][C:36]([C:38]1[CH:46]=[CH:45][C:41]([C:42](O)=[O:43])=[CH:40][CH:39]=1)=[O:37].C1C=CC2N(O)N=NC=2C=1.N=C=N.C(=O)([O-])[O-].[N-]=C=O. Product: [C:1]([O:5][C:6]([N:7]([CH2:8][CH:9]1[CH2:14][CH2:13][N:12]([C:42]([C:41]2[CH:45]=[CH:46][C:38]([C:36]([O:35][CH3:34])=[O:37])=[CH:39][CH:40]=2)=[O:43])[CH2:11][CH:10]1[C:15]1[CH:16]=[CH:17][CH:18]=[CH:19][CH:20]=1)[C@@H:21]([C:23]1[C:32]2[C:27](=[CH:28][CH:29]=[CH:30][CH:31]=2)[CH:26]=[CH:25][CH:24]=1)[CH3:22])=[O:33])([CH3:2])([CH3:3])[CH3:4]. The catalyst class is: 3. (2) Reactant: [NH2:1][C:2]1[C:7]([CH:8]=O)=[CH:6][N:5]=[C:4]([N:10]2[CH2:15][CH2:14][O:13][CH2:12][CH2:11]2)[N:3]=1.C[O:17][C:18](=O)[CH2:19][C:20]([NH:22][C:23]1[CH:28]=[C:27]([C:29](=[O:39])[NH:30][CH2:31][C:32]2[CH:37]=[CH:36][CH:35]=[C:34]([F:38])[CH:33]=2)[CH:26]=[CH:25][C:24]=1[Cl:40])=[O:21].N1CCCCC1. Product: [Cl:40][C:24]1[CH:25]=[CH:26][C:27]([C:29](=[O:39])[NH:30][CH2:31][C:32]2[CH:37]=[CH:36][CH:35]=[C:34]([F:38])[CH:33]=2)=[CH:28][C:23]=1[NH:22][C:20]([C:19]1[C:18](=[O:17])[NH:1][C:2]2[N:3]=[C:4]([N:10]3[CH2:15][CH2:14][O:13][CH2:12][CH2:11]3)[N:5]=[CH:6][C:7]=2[CH:8]=1)=[O:21]. The catalyst class is: 5. (3) Reactant: C1(P(C2C=CC=CC=2)C2C=CC=CC=2)C=CC=CC=1.[Br:20]Br.[Cl:22][C:23]1[C:30]([CH2:31][CH2:32]O)=[C:29]([F:34])[CH:28]=[CH:27][C:24]=1[C:25]#[N:26]. Product: [Br:20][CH2:32][CH2:31][C:30]1[C:23]([Cl:22])=[C:24]([CH:27]=[CH:28][C:29]=1[F:34])[C:25]#[N:26]. The catalyst class is: 635. (4) Reactant: [NH2:1][C:2]1[CH:7]=[C:6]([O:8][CH3:9])[CH:5]=[CH:4][C:3]=1[OH:10].[Cl:11][C:12]1[CH:17]=[C:16]([Cl:18])[CH:15]=[CH:14][C:13]=1[CH:19]=O.C(C1C(=O)C(Cl)=C(Cl)C(=O)C=1C#N)#N. Product: [Cl:11][C:12]1[CH:17]=[C:16]([Cl:18])[CH:15]=[CH:14][C:13]=1[C:19]1[O:10][C:3]2[CH:4]=[CH:5][C:6]([O:8][CH3:9])=[CH:7][C:2]=2[N:1]=1. The catalyst class is: 138. (5) Reactant: [NH2:1][C:2]1[N:7]=[CH:6][N:5]=[C:4]([N:8]2[CH2:13][CH2:12][N:11]([CH2:14][C:15]3[CH:20]=[C:19]([Cl:21])[C:18]([Cl:22])=[CH:17][C:16]=3[OH:23])[CH2:10][CH2:9]2)[C:3]=1[C:24]1[CH:29]=[CH:28][C:27]([F:30])=[CH:26][CH:25]=1.C(OC([N:38]1[CH2:41][CH:40](I)[CH2:39]1)=O)(C)(C)C.C(=O)([O-])[O-].[Cs+].[Cs+].O. Product: [NH:38]1[CH2:41][CH:40]([O:23][C:16]2[CH:17]=[C:18]([Cl:22])[C:19]([Cl:21])=[CH:20][C:15]=2[CH2:14][N:11]2[CH2:12][CH2:13][N:8]([C:4]3[N:5]=[CH:6][N:7]=[C:2]([NH2:1])[C:3]=3[C:24]3[CH:29]=[CH:28][C:27]([F:30])=[CH:26][CH:25]=3)[CH2:9][CH2:10]2)[CH2:39]1. The catalyst class is: 3. (6) Product: [Cl:1][C:2]1[C:3]([NH:11][C:12]2[CH:16]=[C:15]([CH:17]3[CH2:18][CH2:19]3)[NH:14][N:13]=2)=[N:4][C:5]([C:8]2[S:10][C:21]([C:22](=[O:24])[CH3:23])=[C:25]([CH3:26])[N:9]=2)=[N:6][CH:7]=1. The catalyst class is: 14. Reactant: [Cl:1][C:2]1[C:3]([NH:11][C:12]2[CH:16]=[C:15]([CH:17]3[CH2:19][CH2:18]3)[NH:14][N:13]=2)=[N:4][C:5]([C:8](=[S:10])[NH2:9])=[N:6][CH:7]=1.Cl[CH:21]([C:25](=O)[CH3:26])[C:22](=[O:24])[CH3:23].CCN(CC)CC. (7) Reactant: [CH3:1][C:2]1[CH:10]=[C:9]([CH3:11])[CH:8]=[C:7]2[C:3]=1[CH:4]=[CH:5][NH:6]2.[H-].[Na+].I[CH3:15]. Product: [CH3:15][N:6]1[C:7]2[C:3](=[C:2]([CH3:1])[CH:10]=[C:9]([CH3:11])[CH:8]=2)[CH:4]=[CH:5]1. The catalyst class is: 3.